Dataset: Reaction yield outcomes from USPTO patents with 853,638 reactions. Task: Predict the reaction yield, written as a fraction of the theoretical maximum amount of product (1.0 means a 100% yield; for example, 0.34 means a 34% yield). (1) The reactants are B(Br)(Br)Br.C[O:6][C:7]1[C:16](=[O:17])[C:15]2[C:10](=[CH:11][C:12]([CH2:18][CH2:19][CH2:20][CH2:21][CH2:22][CH2:23][CH2:24][CH2:25][CH2:26][CH3:27])=[CH:13][CH:14]=2)[O:9][C:8]=1[C:28]1[CH:33]=[C:32]([O:34]C)[C:31]([O:36]C)=[CH:30][C:29]=1[O:38]C.CO. The catalyst is C(Cl)Cl. The product is [OH:6][C:7]1[C:16](=[O:17])[C:15]2[C:10](=[CH:11][C:12]([CH2:18][CH2:19][CH2:20][CH2:21][CH2:22][CH2:23][CH2:24][CH2:25][CH2:26][CH3:27])=[CH:13][CH:14]=2)[O:9][C:8]=1[C:28]1[CH:33]=[C:32]([OH:34])[C:31]([OH:36])=[CH:30][C:29]=1[OH:38]. The yield is 0.980. (2) The reactants are Br[C:2]1[C:12]([CH3:13])=[CH:11][C:5]2[O:6][CH2:7][C:8]([CH3:10])([CH3:9])[C:4]=2[CH:3]=1.FC1(F)OC2C=C(C)C(C3N=C[C:27]([NH:30][C:31](=O)[C:32]4[CH:37]=[CH:36]C=CC=4F)=[N:28]C=3)=CC=2O1.[O-]P([O-])([O-])=O.[K+].[K+].[K+]. The catalyst is C(#N)C.O1CCOCC1.O. The product is [CH3:9][C:8]1([CH3:10])[CH2:7][O:6][C:5]2[CH:11]=[C:12]([CH3:13])[C:2]([C:32]3[CH:37]=[CH:36][C:27]([NH2:28])=[N:30][CH:31]=3)=[CH:3][C:4]1=2. The yield is 0.908. (3) The reactants are Cl[C:2]1[CH:7]=[CH:6][N:5]=[C:4]2[CH:8]=[C:9]([C:11]([N:13]3[CH2:17][CH2:16][C@@H:15]([N:18]([CH3:20])[CH3:19])[CH2:14]3)=[O:12])[S:10][C:3]=12.[F:21][C:22]1[CH:27]=[C:26]([N+:28]([O-:30])=[O:29])[CH:25]=[CH:24][C:23]=1[OH:31].C([O-])([O-])=O.[K+].[K+].C(Cl)(Cl)Cl. The catalyst is O(C1C=CC=CC=1)C1C=CC=CC=1. The product is [CH3:19][N:18]([CH3:20])[C@@H:15]1[CH2:16][CH2:17][N:13]([C:11]([C:9]2[S:10][C:3]3[C:4](=[N:5][CH:6]=[CH:7][C:2]=3[O:31][C:23]3[CH:24]=[CH:25][C:26]([N+:28]([O-:30])=[O:29])=[CH:27][C:22]=3[F:21])[CH:8]=2)=[O:12])[CH2:14]1. The yield is 0.710. (4) The reactants are C(O[C:6]([N:8]1[CH2:13][CH2:12][N:11]([C:14](OC(C)(C)C)=O)[CH2:10][CH:9]1[CH2:21][C:22](OC)=[O:23])=O)(C)(C)C.[H-].[H-].[H-].[H-].[Li+].[Al+3]. The catalyst is C1COCC1. The product is [CH3:6][N:8]1[CH2:13][CH2:12][N:11]([CH3:14])[CH2:10][CH:9]1[CH2:21][CH2:22][OH:23]. The yield is 0.650. (5) The reactants are [NH2:1][C:2]1[N:6]([C:7]2[CH:12]=[C:11]([N+:13]([O-:15])=[O:14])[CH:10]=[CH:9][C:8]=2[CH2:16][OH:17])[N:5]=[C:4]([C:18]2[CH:23]=[CH:22][C:21]([O:24][C:25]3[CH:30]=[CH:29][CH:28]=[CH:27][CH:26]=3)=[CH:20][CH:19]=2)[C:3]=1[C:31]([NH2:33])=[O:32]. The catalyst is C(Cl)Cl.O=[Mn]=O. The product is [NH2:1][C:2]1[N:6]([C:7]2[CH:12]=[C:11]([N+:13]([O-:15])=[O:14])[CH:10]=[CH:9][C:8]=2[CH:16]=[O:17])[N:5]=[C:4]([C:18]2[CH:23]=[CH:22][C:21]([O:24][C:25]3[CH:30]=[CH:29][CH:28]=[CH:27][CH:26]=3)=[CH:20][CH:19]=2)[C:3]=1[C:31]([NH2:33])=[O:32]. The yield is 0.730. (6) The product is [O:8]1[CH:9]=[CH:10][CH:11]=[C:7]1[C:5]1[N:6]=[C:2]([NH:1][C:21](=[O:22])[CH3:20])[S:3][C:4]=1[N:12]([CH2:14][CH2:15][O:16][CH3:17])[CH3:13]. The yield is 0.180. The catalyst is C(O)C. The reactants are [NH2:1][C:2]1[S:3][C:4]([N:12]([CH2:14][CH2:15][O:16][CH3:17])[CH3:13])=[C:5]([C:7]2[O:8][CH:9]=[CH:10][CH:11]=2)[N:6]=1.C(O)(=O)/C=[CH:20]/[C:21](O)=[O:22].